This data is from Reaction yield outcomes from USPTO patents with 853,638 reactions. The task is: Predict the reaction yield, written as a fraction of the theoretical maximum amount of product (1.0 means a 100% yield; for example, 0.34 means a 34% yield). (1) The reactants are [F:1][C:2]1([F:29])[CH2:7][CH2:6][N:5]([C:8]([C:10]2[NH:28][C:13]3=[N:14][CH:15]=[C:16]([O:18][CH:19]4[CH2:24][CH2:23][N:22]([CH:25]([CH3:27])[CH3:26])[CH2:21][CH2:20]4)[CH:17]=[C:12]3[CH:11]=2)=[O:9])[CH2:4][CH2:3]1.[H-].[Na+].[CH:32]1([CH2:35]Br)[CH2:34][CH2:33]1. No catalyst specified. The product is [CH:32]1([CH2:35][N:28]2[C:13]3=[N:14][CH:15]=[C:16]([O:18][CH:19]4[CH2:20][CH2:21][N:22]([CH:25]([CH3:27])[CH3:26])[CH2:23][CH2:24]4)[CH:17]=[C:12]3[CH:11]=[C:10]2[C:8]([N:5]2[CH2:6][CH2:7][C:2]([F:1])([F:29])[CH2:3][CH2:4]2)=[O:9])[CH2:34][CH2:33]1. The yield is 0.510. (2) The reactants are [F:1][C:2]1[CH:7]=[C:6]([F:8])[C:5]([C:9]2[C:18]3[C:13](=[CH:14][C:15]([N:19]4[CH2:24][CH2:23][O:22][CH2:21][CH2:20]4)=[CH:16][CH:17]=3)[N:12]=[CH:11][N:10]=2)=[CH:4][C:3]=1[CH:25]([C:28]1[C:33]([O:34][CH3:35])=[N:32][CH:31]=[CH:30][N:29]=1)[C:26]#[N:27].[OH:36]S(O)(=O)=O.[OH-].[Na+]. The catalyst is O. The product is [F:1][C:2]1[CH:7]=[C:6]([F:8])[C:5]([C:9]2[C:18]3[C:13](=[CH:14][C:15]([N:19]4[CH2:24][CH2:23][O:22][CH2:21][CH2:20]4)=[CH:16][CH:17]=3)[N:12]=[CH:11][N:10]=2)=[CH:4][C:3]=1[CH:25]([C:28]1[C:33]([O:34][CH3:35])=[N:32][CH:31]=[CH:30][N:29]=1)[C:26]([NH2:27])=[O:36]. The yield is 0.810. (3) The reactants are [N:1]12[CH2:8][CH2:7][C:4]([C:9]([C:17]3[CH:22]=[CH:21][CH:20]=[CH:19][CH:18]=3)([C:11]3[CH:16]=[CH:15][CH:14]=[CH:13][CH:12]=3)[OH:10])([CH2:5][CH2:6]1)[CH2:3][CH2:2]2.[Br:23][CH2:24][CH2:25][CH2:26][CH:27]=[CH2:28]. The catalyst is CC#N. The product is [Br-:23].[OH:10][C:9]([C:17]1[CH:22]=[CH:21][CH:20]=[CH:19][CH:18]=1)([C:11]1[CH:12]=[CH:13][CH:14]=[CH:15][CH:16]=1)[C:4]12[CH2:5][CH2:6][N+:1]([CH2:28][CH2:27][CH2:26][CH:25]=[CH2:24])([CH2:2][CH2:3]1)[CH2:8][CH2:7]2. The yield is 0.886. (4) The reactants are CO[C:3](=[O:24])[C:4]1[CH:9]=[CH:8][C:7]([O:10][CH2:11][C:12]2[C:13]([C:18]3[CH:23]=[CH:22][CH:21]=[CH:20][CH:19]=3)=[N:14][O:15][C:16]=2[CH3:17])=[N:6][CH:5]=1.[NH2:25][CH2:26][CH2:27][CH2:28][CH2:29][CH2:30][CH2:31][OH:32]. No catalyst specified. The product is [OH:32][CH2:31][CH2:30][CH2:29][CH2:28][CH2:27][CH2:26][NH:25][C:3](=[O:24])[C:4]1[CH:9]=[CH:8][C:7]([O:10][CH2:11][C:12]2[C:13]([C:18]3[CH:19]=[CH:20][CH:21]=[CH:22][CH:23]=3)=[N:14][O:15][C:16]=2[CH3:17])=[N:6][CH:5]=1. The yield is 0.200.